From a dataset of NCI-60 drug combinations with 297,098 pairs across 59 cell lines. Regression. Given two drug SMILES strings and cell line genomic features, predict the synergy score measuring deviation from expected non-interaction effect. (1) Drug 1: CC(C1=C(C=CC(=C1Cl)F)Cl)OC2=C(N=CC(=C2)C3=CN(N=C3)C4CCNCC4)N. Drug 2: CCC1(C2=C(COC1=O)C(=O)N3CC4=CC5=C(C=CC(=C5CN(C)C)O)N=C4C3=C2)O.Cl. Cell line: TK-10. Synergy scores: CSS=15.8, Synergy_ZIP=-3.68, Synergy_Bliss=2.08, Synergy_Loewe=-5.43, Synergy_HSA=0.506. (2) Drug 1: CC(C1=C(C=CC(=C1Cl)F)Cl)OC2=C(N=CC(=C2)C3=CN(N=C3)C4CCNCC4)N. Drug 2: CC=C1C(=O)NC(C(=O)OC2CC(=O)NC(C(=O)NC(CSSCCC=C2)C(=O)N1)C(C)C)C(C)C. Cell line: MALME-3M. Synergy scores: CSS=66.9, Synergy_ZIP=0.287, Synergy_Bliss=-0.957, Synergy_Loewe=-36.9, Synergy_HSA=-0.620. (3) Drug 1: CCC1(C2=C(COC1=O)C(=O)N3CC4=CC5=C(C=CC(=C5CN(C)C)O)N=C4C3=C2)O.Cl. Drug 2: C1CCC(C(C1)N)N.C(=O)(C(=O)[O-])[O-].[Pt+4]. Cell line: MOLT-4. Synergy scores: CSS=81.7, Synergy_ZIP=-0.798, Synergy_Bliss=-1.43, Synergy_Loewe=-1.97, Synergy_HSA=0.748. (4) Drug 1: C1CC(=O)NC(=O)C1N2CC3=C(C2=O)C=CC=C3N. Drug 2: CC1=C(C(CCC1)(C)C)C=CC(=CC=CC(=CC(=O)O)C)C. Cell line: LOX IMVI. Synergy scores: CSS=8.51, Synergy_ZIP=-5.00, Synergy_Bliss=-3.88, Synergy_Loewe=0.613, Synergy_HSA=0.459. (5) Drug 1: C1CCC(C1)C(CC#N)N2C=C(C=N2)C3=C4C=CNC4=NC=N3. Drug 2: C1=CC(=CC=C1CCCC(=O)O)N(CCCl)CCCl. Cell line: NCI/ADR-RES. Synergy scores: CSS=18.2, Synergy_ZIP=1.64, Synergy_Bliss=4.55, Synergy_Loewe=-0.924, Synergy_HSA=3.98.